Predict the reactants needed to synthesize the given product. From a dataset of Full USPTO retrosynthesis dataset with 1.9M reactions from patents (1976-2016). Given the product [CH2:25]([O:26][C:13]1[C:22]2[C:17](=[CH:18][CH:19]=[CH:20][CH:21]=2)[C:16]([CH:23]=[O:24])=[CH:15][CH:14]=1)[CH2:11][CH2:10][CH2:9][CH2:8][CH2:7][CH2:6][CH2:5][CH2:4][CH2:3][CH2:2][CH3:28], predict the reactants needed to synthesize it. The reactants are: Br[CH2:2][CH2:3][CH2:4][CH2:5][CH2:6][CH2:7][CH2:8][CH2:9][CH2:10][CH3:11].O[C:13]1[C:22]2[C:17](=[CH:18][CH:19]=[CH:20][CH:21]=2)[C:16]([CH:23]=[O:24])=[CH:15][CH:14]=1.[CH3:25][O-:26].[Na+].[CH3:28]N(C=O)C.